This data is from Reaction yield outcomes from USPTO patents with 853,638 reactions. The task is: Predict the reaction yield, written as a fraction of the theoretical maximum amount of product (1.0 means a 100% yield; for example, 0.34 means a 34% yield). The reactants are [F:1][C:2]([F:10])([F:9])[CH:3]([OH:8])[C:4]([F:7])([F:6])[F:5].Cl[C:12](Cl)([O:14]C(=O)OC(Cl)(Cl)Cl)Cl.C(N(CC)C(C)C)(C)C.[Cl:32][C:33]1[CH:38]=[CH:37][C:36]([N:39]2[CH2:44][CH2:43][O:42][CH2:41][CH2:40]2)=[C:35]([CH2:45][N:46]2[CH2:51][CH2:50][NH:49][CH2:48][CH2:47]2)[CH:34]=1. The catalyst is O.ClCCl. The product is [Cl:32][C:33]1[CH:38]=[CH:37][C:36]([N:39]2[CH2:44][CH2:43][O:42][CH2:41][CH2:40]2)=[C:35]([CH2:45][N:46]2[CH2:47][CH2:48][N:49]([C:12]([O:8][CH:3]([C:4]([F:7])([F:6])[F:5])[C:2]([F:10])([F:9])[F:1])=[O:14])[CH2:50][CH2:51]2)[CH:34]=1. The yield is 0.180.